From a dataset of NCI-60 drug combinations with 297,098 pairs across 59 cell lines. Regression. Given two drug SMILES strings and cell line genomic features, predict the synergy score measuring deviation from expected non-interaction effect. (1) Drug 1: COC1=C(C=C2C(=C1)N=CN=C2NC3=CC(=C(C=C3)F)Cl)OCCCN4CCOCC4. Drug 2: C1=CC=C(C=C1)NC(=O)CCCCCCC(=O)NO. Cell line: IGROV1. Synergy scores: CSS=45.6, Synergy_ZIP=1.17, Synergy_Bliss=-1.24, Synergy_Loewe=-7.78, Synergy_HSA=-0.306. (2) Drug 1: C1=CC=C(C=C1)NC(=O)CCCCCCC(=O)NO. Drug 2: CC12CCC3C(C1CCC2O)C(CC4=C3C=CC(=C4)O)CCCCCCCCCS(=O)CCCC(C(F)(F)F)(F)F. Cell line: TK-10. Synergy scores: CSS=-2.15, Synergy_ZIP=0.0369, Synergy_Bliss=-0.775, Synergy_Loewe=-0.787, Synergy_HSA=-3.01. (3) Drug 1: C1=CC(=C2C(=C1NCCNCCO)C(=O)C3=C(C=CC(=C3C2=O)O)O)NCCNCCO. Drug 2: C1CCC(CC1)NC(=O)N(CCCl)N=O. Cell line: SNB-19. Synergy scores: CSS=47.6, Synergy_ZIP=-5.97, Synergy_Bliss=-8.58, Synergy_Loewe=-12.3, Synergy_HSA=-3.87.